This data is from Reaction yield outcomes from USPTO patents with 853,638 reactions. The task is: Predict the reaction yield, written as a fraction of the theoretical maximum amount of product (1.0 means a 100% yield; for example, 0.34 means a 34% yield). (1) The reactants are [NH2:1][C:2]1[CH:12]=[CH:11][C:5]([C:6]([O:8][CH2:9][CH3:10])=[O:7])=[CH:4][CH:3]=1.C(N(CC)CC)C.[Cl-].ClC1N(C)CC[NH+]1C.[CH3:29][O:30][C:31]1[C:32](=[O:59])[C:33]([CH3:58])=[C:34]([CH2:40][C:41]2[CH:42]=[CH:43][C:44]([O:50][CH2:51][C:52]3[CH:53]=[N:54][CH:55]=[CH:56][CH:57]=3)=[C:45]([CH:49]=2)[C:46](O)=[O:47])[C:35](=[O:39])[C:36]=1[O:37][CH3:38]. The catalyst is C(Cl)Cl. The product is [CH3:29][O:30][C:31]1[C:32](=[O:59])[C:33]([CH3:58])=[C:34]([CH2:40][C:41]2[CH:42]=[CH:43][C:44]([O:50][CH2:51][C:52]3[CH:53]=[N:54][CH:55]=[CH:56][CH:57]=3)=[C:45]([CH:49]=2)[C:46]([NH:1][C:2]2[CH:3]=[CH:4][C:5]([C:6]([O:8][CH2:9][CH3:10])=[O:7])=[CH:11][CH:12]=2)=[O:47])[C:35](=[O:39])[C:36]=1[O:37][CH3:38]. The yield is 0.0700. (2) The reactants are [CH2:1]([N:5]1[CH:10]=[CH:9][CH:8]=[C:7]([OH:11])[C:6]1=[S:12])[CH2:2][CH2:3][CH3:4]. The catalyst is C(O)C. The product is [CH2:1]([N:5]1[CH:10]=[CH:9][C:8]([CH2:1][N:5]([CH3:10])[CH3:6])=[C:7]([OH:11])[C:6]1=[S:12])[CH2:2][CH2:3][CH3:4]. The yield is 0.950. (3) The reactants are C(OC(=O)[NH:10][C@H:11]1[C:20]2[C:15](=[CH:16][CH:17]=[CH:18][CH:19]=2)[N:14]([C:21](=[O:31])[C:22]2[CH:27]=[CH:26][C:25]([N:28]([CH3:30])[CH3:29])=[CH:24][CH:23]=2)[C@@H:13]([CH3:32])[CH2:12]1)C1C=CC=CC=1. The catalyst is C(O)C. The product is [CH3:30][N:28]([CH3:29])[C:25]1[CH:24]=[CH:23][C:22]([C:21]([N:14]2[C:15]3[C:20](=[CH:19][CH:18]=[CH:17][CH:16]=3)[C@H:11]([NH2:10])[CH2:12][C@@H:13]2[CH3:32])=[O:31])=[CH:27][CH:26]=1. The yield is 0.920. (4) The reactants are [Cl:1][C:2]1[CH:7]=[CH:6][C:5]([C:8](=[O:10])[CH3:9])=[CH:4][C:3]=1[N+:11]([O-:13])=[O:12].[Br-:14].[Br-].[Br-].C1([N+](C)(C)C)C=CC=CC=1.C1([N+](C)(C)C)C=CC=CC=1.C1([N+](C)(C)C)C=CC=CC=1. The catalyst is C1COCC1. The product is [Br:14][CH2:9][C:8]([C:5]1[CH:6]=[CH:7][C:2]([Cl:1])=[C:3]([N+:11]([O-:13])=[O:12])[CH:4]=1)=[O:10]. The yield is 0.700. (5) The reactants are [NH2:1][C:2]1[CH:10]=[C:9]2[C:5]([C:6](=CC3NC4CCN(CCN(CC)CC)C(=O)C=4C=3C)[C:7](=[O:11])[NH:8]2)=[CH:4][C:3]=1[F:31].[C:32](Cl)(=[O:34])[CH3:33]. The catalyst is O1CCCC1. The product is [F:31][C:3]1[CH:4]=[C:5]2[C:9](=[CH:10][C:2]=1[NH:1][C:32](=[O:34])[CH3:33])[NH:8][C:7](=[O:11])[CH2:6]2. The yield is 0.990. (6) The yield is 0.480. The reactants are [Cl:1][C:2]1[CH:7]=[CH:6][C:5]([C:8]2[CH:16]=[CH:15][CH:14]=[C:13]3[C:9]=2[CH2:10][C:11](=[O:17])[NH:12]3)=[CH:4][CH:3]=1.[CH2:18]([N:20]([CH2:35][CH3:36])[CH2:21][CH2:22][NH:23][C:24]([C:26]1[C:30]([CH3:31])=[C:29]([CH:32]=O)[NH:28][C:27]=1[CH3:34])=[O:25])[CH3:19]. The product is [CH2:35]([N:20]([CH2:18][CH3:19])[CH2:21][CH2:22][NH:23][C:24]([C:26]1[C:30]([CH3:31])=[C:29]([CH:32]=[C:10]2[C:9]3[C:13](=[CH:14][CH:15]=[CH:16][C:8]=3[C:5]3[CH:4]=[CH:3][C:2]([Cl:1])=[CH:7][CH:6]=3)[NH:12][C:11]2=[O:17])[NH:28][C:27]=1[CH3:34])=[O:25])[CH3:36]. The catalyst is C(O)C.N1CCCCC1. (7) The reactants are [N:1]1[CH:6]=[CH:5][CH:4]=[CH:3][C:2]=1[C:7]1[N:11]=[C:10]([C:12]2[CH:17]=[C:16]([C:18]#[N:19])[CH:15]=[C:14](Br)[CH:13]=2)[O:9][N:8]=1.B1([C:30]2[CH:35]=[N:34][CH:33]=[N:32][CH:31]=2)OC(C)(C)C(C)(C)O1.C(=O)([O-])[O-].[Na+].[Na+].COCCOC. The catalyst is CCCCCC.C1C=CC([P]([Pd]([P](C2C=CC=CC=2)(C2C=CC=CC=2)C2C=CC=CC=2)([P](C2C=CC=CC=2)(C2C=CC=CC=2)C2C=CC=CC=2)[P](C2C=CC=CC=2)(C2C=CC=CC=2)C2C=CC=CC=2)(C2C=CC=CC=2)C2C=CC=CC=2)=CC=1.C(OCC)(=O)C. The product is [N:1]1[CH:6]=[CH:5][CH:4]=[CH:3][C:2]=1[C:7]1[N:11]=[C:10]([C:12]2[CH:13]=[C:14]([C:30]3[CH:31]=[N:32][CH:33]=[N:34][CH:35]=3)[CH:15]=[C:16]([C:18]#[N:19])[CH:17]=2)[O:9][N:8]=1. The yield is 0.0600. (8) The reactants are [N+:1]([C:4]1[CH:14]=[CH:13][C:7]([O:8][CH2:9][C:10]([OH:12])=O)=[CH:6][CH:5]=1)([O-:3])=[O:2].Cl.C([N:18](CC)[CH2:19][CH3:20])C.CC[N:25]=C=NCCCN(C)C.Cl.C(N(C(C)C)CC)(C)C. The catalyst is C1COCC1. The product is [N+:1]([C:4]1[CH:5]=[CH:6][C:7]([O:8][CH2:9][C:10]2[O:12][N:25]=[C:19]([CH3:20])[N:18]=2)=[CH:13][CH:14]=1)([O-:3])=[O:2]. The yield is 0.600.